Dataset: Catalyst prediction with 721,799 reactions and 888 catalyst types from USPTO. Task: Predict which catalyst facilitates the given reaction. (1) Reactant: C([O:3][C:4](=[O:24])[CH2:5][CH:6]1[O:10][B:9]([OH:11])[C:8]2[CH:12]=[C:13]([O:17][C:18]3[N:19]=[N:20][CH:21]=[CH:22][CH:23]=3)[CH:14]=[C:15]([CH3:16])[C:7]1=2)C.[Li+].[OH-].Cl. Product: [OH:11][B:9]1[C:8]2[CH:12]=[C:13]([O:17][C:18]3[N:19]=[N:20][CH:21]=[CH:22][CH:23]=3)[CH:14]=[C:15]([CH3:16])[C:7]=2[CH:6]([CH2:5][C:4]([OH:24])=[O:3])[O:10]1. The catalyst class is: 731. (2) Reactant: [CH:1]1([CH2:6][CH:7]([C:11]2[CH:16]=[CH:15][C:14]([C:17]#[C:18][CH2:19][N:20]3[CH2:25][CH2:24][O:23][CH2:22][CH2:21]3)=[CH:13][CH:12]=2)[C:8]([OH:10])=O)[CH2:5][CH2:4][CH2:3][CH2:2]1.F[P-](F)(F)(F)(F)F.N1(O[P+](N(C)C)(N(C)C)N(C)C)C2C=CC=CC=2N=N1.C(N(CC)CC)C.[NH2:60][C:61]1[S:62][CH:63]=[CH:64][N:65]=1. Product: [CH:1]1([CH2:6][CH:7]([C:11]2[CH:12]=[CH:13][C:14]([C:17]#[C:18][CH2:19][N:20]3[CH2:21][CH2:22][O:23][CH2:24][CH2:25]3)=[CH:15][CH:16]=2)[C:8]([NH:60][C:61]2[S:62][CH:63]=[CH:64][N:65]=2)=[O:10])[CH2:5][CH2:4][CH2:3][CH2:2]1. The catalyst class is: 2. (3) Reactant: [CH3:1][O:2][C:3](=[O:23])[CH2:4][C:5]1[CH:10]=[CH:9][CH:8]=[C:7]([O:11][CH2:12][CH2:13][CH2:14][NH:15]C(OC(C)(C)C)=O)[CH:6]=1.[ClH:24]. Product: [ClH:24].[CH3:1][O:2][C:3](=[O:23])[CH2:4][C:5]1[CH:10]=[CH:9][CH:8]=[C:7]([O:11][CH2:12][CH2:13][CH2:14][NH2:15])[CH:6]=1. The catalyst class is: 5. (4) Reactant: [C:1]1([C@H:7]([O:23][C:24]2[CH:29]=[CH:28][C:27]([O:30][C:31]([F:34])([F:33])[F:32])=[CH:26][CH:25]=2)[CH2:8][CH2:9][CH2:10][CH2:11][N:12]2C(=O)C3C(=CC=CC=3)C2=O)[CH:6]=[CH:5][CH:4]=[CH:3][CH:2]=1.O.NN. Product: [C:1]1([C@H:7]([O:23][C:24]2[CH:25]=[CH:26][C:27]([O:30][C:31]([F:32])([F:33])[F:34])=[CH:28][CH:29]=2)[CH2:8][CH2:9][CH2:10][CH2:11][NH2:12])[CH:6]=[CH:5][CH:4]=[CH:3][CH:2]=1. The catalyst class is: 8. (5) Reactant: [CH3:1][O:2][C:3](=[O:20])[CH2:4][C:5]1[C:10]([S:11][CH3:12])=[C:9]([N:13]2[CH2:18][CH2:17][O:16][CH2:15][CH2:14]2)[N:8]=[C:7](Cl)[N:6]=1.CC1(C)C(C)(C)OB([C:29]2[CH:35]=[CH:34][C:32]([NH2:33])=[CH:31][CH:30]=2)O1.C([O-])([O-])=O.[Na+].[Na+]. Product: [CH3:1][O:2][C:3](=[O:20])[CH2:4][C:5]1[C:10]([S:11][CH3:12])=[C:9]([N:13]2[CH2:18][CH2:17][O:16][CH2:15][CH2:14]2)[N:8]=[C:7]([C:29]2[CH:35]=[CH:34][C:32]([NH2:33])=[CH:31][CH:30]=2)[N:6]=1. The catalyst class is: 203.